Task: Predict the reactants needed to synthesize the given product.. Dataset: Full USPTO retrosynthesis dataset with 1.9M reactions from patents (1976-2016) (1) Given the product [CH2:19]([C:21]1[CH:26]=[CH:25][C:24]([NH:27][C:28](=[O:29])[O:14][CH2:13][C@@H:9]2[CH2:10][CH2:11][CH2:12][N:8]2[C:6](=[O:7])[NH:5][CH2:4][C:3]2[CH:15]=[CH:16][CH:17]=[CH:18][C:2]=2[Cl:1])=[CH:23][CH:22]=1)[CH3:20], predict the reactants needed to synthesize it. The reactants are: [Cl:1][C:2]1[CH:18]=[CH:17][CH:16]=[CH:15][C:3]=1[CH2:4][NH:5][C:6]([N:8]1[CH2:12][CH2:11][CH2:10][C@H:9]1[CH2:13][OH:14])=[O:7].[CH2:19]([C:21]1[CH:26]=[CH:25][C:24]([N:27]=[C:28]=[O:29])=[CH:23][CH:22]=1)[CH3:20]. (2) Given the product [CH:1]1([CH2:6][CH:7]([C:11]2[CH:16]=[CH:15][CH:14]=[C:13]([C:17]([F:20])([F:19])[F:18])[CH:12]=2)[C:8]([NH:36][C:37]2[CH:42]=[CH:41][N:40]=[CH:39][N:38]=2)=[O:10])[CH2:2][CH2:3][CH2:4][CH2:5]1, predict the reactants needed to synthesize it. The reactants are: [CH:1]1([CH2:6][CH:7]([C:11]2[CH:16]=[CH:15][CH:14]=[C:13]([C:17]([F:20])([F:19])[F:18])[CH:12]=2)[C:8]([OH:10])=O)[CH2:5][CH2:4][CH2:3][CH2:2]1.C(Cl)(=O)C(Cl)=O.C(N(CC)C(C)C)(C)C.[NH2:36][C:37]1[CH:42]=[CH:41][N:40]=[CH:39][N:38]=1. (3) The reactants are: [CH2:1]([N:3]1[C:9](=[O:10])[CH:8](I)[CH2:7][CH2:6][C:5]2[C:12]([O:19][CH3:20])=[C:13]([N+:16]([O-:18])=[O:17])[CH:14]=[CH:15][C:4]1=2)[CH3:2].[N-:21]=[N+:22]=[N-:23].[Na+]. Given the product [N:21]([CH:8]1[C:9](=[O:10])[N:3]([CH2:1][CH3:2])[C:4]2[CH:15]=[CH:14][C:13]([N+:16]([O-:18])=[O:17])=[C:12]([O:19][CH3:20])[C:5]=2[CH2:6][CH2:7]1)=[N+:22]=[N-:23], predict the reactants needed to synthesize it. (4) Given the product [OH:20][C:21]1([C:2]2[CH:3]=[N:4][CH:5]=[CH:6][CH:7]=2)[CH2:27][CH:26]2[CH2:28][CH:22]1[CH2:23][N:24]([C:29]([O:31][CH2:32][CH3:33])=[O:30])[CH2:25]2, predict the reactants needed to synthesize it. The reactants are: Br[C:2]1[CH:3]=[N:4][CH:5]=[CH:6][CH:7]=1.C([Li])CCC.N1C=CC=CC=1[Li].[O:20]=[C:21]1[CH2:27][CH:26]2[CH2:28][CH:22]1[CH2:23][N:24]([C:29]([O:31][CH2:32][CH3:33])=[O:30])[CH2:25]2. (5) Given the product [CH3:19][O:18][C:8]1[C:7]2[N:6]([N:5]=[CH:4][C:3]=2[C:1]#[C:2][C:21]2[CH:22]=[N:23][N:24]([C:27]3[CH:28]=[CH:29][CH:30]=[CH:31][CH:32]=3)[C:25]=2[CH3:26])[CH:11]=[C:10]([C:12]2[CH:13]=[N:14][N:15]([CH3:17])[CH:16]=2)[CH:9]=1, predict the reactants needed to synthesize it. The reactants are: [C:1]([C:3]1[CH:4]=[N:5][N:6]2[CH:11]=[C:10]([C:12]3[CH:13]=[N:14][N:15]([CH3:17])[CH:16]=3)[CH:9]=[C:8]([O:18][CH3:19])[C:7]=12)#[CH:2].I[C:21]1[CH:22]=[N:23][N:24]([C:27]2[CH:32]=[CH:31][CH:30]=[CH:29][CH:28]=2)[C:25]=1[CH3:26].[F-].C([N+](CCCC)(CCCC)CCCC)CCC.